This data is from Reaction yield outcomes from USPTO patents with 853,638 reactions. The task is: Predict the reaction yield, written as a fraction of the theoretical maximum amount of product (1.0 means a 100% yield; for example, 0.34 means a 34% yield). The product is [CH3:29][N:14]1[C:15](=[O:28])[C:16]2[C:20]([NH:21][C:22]3[CH:27]=[CH:26][CH:25]=[CH:24][CH:23]=3)=[N:19][NH:18][C:17]=2[NH:12][C:13]1=[O:30]. The reactants are [Al+3].[Cl-].[Cl-].[Cl-].COC1C=CC(C[N:12]2[C:17]3[NH:18][N:19]=[C:20]([NH:21][C:22]4[CH:27]=[CH:26][CH:25]=[CH:24][CH:23]=4)[C:16]=3[C:15](=[O:28])[N:14]([CH3:29])[C:13]2=[O:30])=CC=1.C1(OC)C=CC=CC=1. The catalyst is ClCCCl. The yield is 0.990.